Dataset: Full USPTO retrosynthesis dataset with 1.9M reactions from patents (1976-2016). Task: Predict the reactants needed to synthesize the given product. (1) Given the product [C:4]([C:5]1[CH:6]=[C:7]2[C:12](=[CH:13][CH:14]=1)[CH:11]=[N:10][CH:9]=[CH:8]2)#[CH:3], predict the reactants needed to synthesize it. The reactants are: C[Si](C)(C)[C:3]#[C:4][C:5]1[CH:6]=[C:7]2[C:12](=[CH:13][CH:14]=1)[CH:11]=[N:10][CH:9]=[CH:8]2.C(=O)([O-])[O-].[K+].[K+]. (2) Given the product [F:35][C:34]([F:37])([F:36])[S:31]([O:11][C:12]1[CH2:16][CH2:15][N:14]([C:17]([O:19][C:20]([CH3:23])([CH3:22])[CH3:21])=[O:18])[CH:13]=1)(=[O:33])=[O:32], predict the reactants needed to synthesize it. The reactants are: C[Si]([N-][Si](C)(C)C)(C)C.[Na+].[O:11]=[C:12]1[CH2:16][CH2:15][N:14]([C:17]([O:19][C:20]([CH3:23])([CH3:22])[CH3:21])=[O:18])[CH2:13]1.C1C=CC(N([S:31]([C:34]([F:37])([F:36])[F:35])(=[O:33])=[O:32])[S:31]([C:34]([F:37])([F:36])[F:35])(=[O:33])=[O:32])=CC=1. (3) Given the product [C:1]([O:5][C:6]([N:8]1[CH2:14][CH2:13][C@@H:12]([N:15]=[N+:16]=[N-:17])[C@H:10]([OH:11])[CH2:9]1)=[O:7])([CH3:4])([CH3:3])[CH3:2], predict the reactants needed to synthesize it. The reactants are: [C:1]([O:5][C:6]([N:8]1[CH2:14][CH2:13][CH:12]2[CH:10]([O:11]2)[CH2:9]1)=[O:7])([CH3:4])([CH3:3])[CH3:2].[N-:15]=[N+:16]=[N-:17].[Na+].CCOC(C)=O. (4) Given the product [Br:1][C:2]1[CH:3]=[CH:4][C:5]([C@@H:8]2[N:12]([C:17]([O:19][C:20]([CH3:23])([CH3:22])[CH3:21])=[O:18])[C@H:11]([C:13]([O:15][CH3:16])=[O:14])[CH2:10][CH2:9]2)=[CH:6][CH:7]=1, predict the reactants needed to synthesize it. The reactants are: [Br:1][C:2]1[CH:7]=[CH:6][C:5]([C@@H:8]2[NH:12][C@H:11]([C:13]([O:15][CH3:16])=[O:14])[CH2:10][CH2:9]2)=[CH:4][CH:3]=1.[C:17](O[C:17]([O:19][C:20]([CH3:23])([CH3:22])[CH3:21])=[O:18])([O:19][C:20]([CH3:23])([CH3:22])[CH3:21])=[O:18].